Dataset: Reaction yield outcomes from USPTO patents with 853,638 reactions. Task: Predict the reaction yield, written as a fraction of the theoretical maximum amount of product (1.0 means a 100% yield; for example, 0.34 means a 34% yield). (1) The reactants are C([Li])CCC.[Br:6][C:7]1[C:11](Br)=[N:10][N:9]([CH:13]2[CH2:18][CH2:17][N:16]([C:19]([O:21][C:22]([CH3:25])([CH3:24])[CH3:23])=[O:20])[CH2:15][CH2:14]2)[N:8]=1.BrC1N=NN(C2CCN(C(OC(C)(C)C)=O)CC2)C=1Br.[Cl-].[NH4+]. The catalyst is O1CCCC1. The product is [Br:6][C:7]1[CH:11]=[N:10][N:9]([CH:13]2[CH2:18][CH2:17][N:16]([C:19]([O:21][C:22]([CH3:25])([CH3:24])[CH3:23])=[O:20])[CH2:15][CH2:14]2)[N:8]=1. The yield is 0.330. (2) The reactants are [OH:1][C:2]1[CH:7]=[CH:6][C:5]([C:8]([F:11])([F:10])[F:9])=[CH:4][CH:3]=1.Br[CH2:13][CH2:14][O:15][CH:16]1[CH2:21][CH2:20][CH2:19][CH2:18][O:17]1.C(=O)([O-])[O-].[K+].[K+].[I-].[Na+]. The catalyst is CN(C=O)C.O. The product is [F:11][C:8]([F:9])([F:10])[C:5]1[CH:6]=[CH:7][C:2]([O:1][CH2:13][CH2:14][O:15][CH:16]2[CH2:21][CH2:20][CH2:19][CH2:18][O:17]2)=[CH:3][CH:4]=1. The yield is 0.660. (3) The reactants are [O:1]=[C:2]1[CH2:5][CH:4]([C:6]([OH:8])=[O:7])[CH2:3]1.C1CCC(N=C=N[CH:18]2[CH2:23][CH2:22]CCC2)CC1.[CH3:24]CC(O)C. The catalyst is C(Cl)Cl. The product is [O:1]=[C:2]1[CH2:5][CH:4]([C:6]([O:8][C:23]([CH3:22])([CH3:18])[CH3:24])=[O:7])[CH2:3]1. The yield is 0.890. (4) The yield is 0.650. The catalyst is C(OCC)(=O)C.CCCCCC. The reactants are O[C:2]1([C:23]2[S:24][CH:25]=[CH:26][CH:27]=2)[C:6]2[CH:7]=[C:8]([NH:13][C:14](=[O:20])[CH2:15][C:16]([CH3:19])([CH3:18])[CH3:17])[C:9]([CH3:12])=[C:10]([CH3:11])[C:5]=2[O:4][C:3]1([CH3:22])[CH3:21]. The product is [CH3:21][C:3]1([CH3:22])[CH:2]([C:23]2[S:24][CH:25]=[CH:26][CH:27]=2)[C:6]2[CH:7]=[C:8]([NH:13][C:14](=[O:20])[CH2:15][C:16]([CH3:19])([CH3:18])[CH3:17])[C:9]([CH3:12])=[C:10]([CH3:11])[C:5]=2[O:4]1. (5) The reactants are [CH3:1][O:2][C:3]([NH:5][C@H:6]([C:10]([N:12]1[CH:16]([C:17]2[NH:18][CH:19]=[C:20]([C:22]3[CH:27]=[CH:26][C:25]([C:28]4[CH:33]=[CH:32][C:31]([C:34]5[N:35]=[C:36]([C@@H:39]6[CH2:43][CH2:42][CH2:41][N:40]6[C:44](=[O:54])[C@H:45]([CH:51]([CH3:53])[CH3:52])[NH:46][C:47]([O:49][CH3:50])=[O:48])[NH:37][CH:38]=5)=[CH:30][CH:29]=4)=[CH:24][CH:23]=3)[N:21]=2)[CH2:15][C:14]2([CH2:59][CH2:58][N:57](C(OC(C)(C)C)=O)[CH2:56][CH2:55]2)[CH2:13]1)=[O:11])[CH:7]([CH3:9])[CH3:8])=[O:4].FC(F)(F)C(O)=O. The catalyst is C(Cl)Cl. The product is [CH3:52][CH:51]([CH3:53])[C@H:45]([NH:46][C:47](=[O:48])[O:49][CH3:50])[C:44]([N:40]1[CH2:41][CH2:42][CH2:43][C@H:39]1[C:36]1[NH:37][CH:38]=[C:34]([C:31]2[CH:32]=[CH:33][C:28]([C:25]3[CH:24]=[CH:23][C:22]([C:20]4[N:21]=[C:17]([CH:16]5[CH2:15][C:14]6([CH2:55][CH2:56][NH:57][CH2:58][CH2:59]6)[CH2:13][N:12]5[C:10](=[O:11])[C@@H:6]([NH:5][C:3]([O:2][CH3:1])=[O:4])[CH:7]([CH3:8])[CH3:9])[NH:18][CH:19]=4)=[CH:27][CH:26]=3)=[CH:29][CH:30]=2)[N:35]=1)=[O:54]. The yield is 0.810.